Dataset: Full USPTO retrosynthesis dataset with 1.9M reactions from patents (1976-2016). Task: Predict the reactants needed to synthesize the given product. Given the product [C:1]([O:4][C@H:5]1[C@H:10]([O:11][C:12](=[O:14])[CH3:13])[CH2:9][C@H:8]([C:15]2[CH:20]=[CH:19][N:18]=[CH:17][C:16]=2[NH:21][C:48](=[O:49])[C:46]2[CH:45]=[CH:44][C:43]([F:51])=[C:42]([C:36]3[C:35]([F:34])=[CH:40][CH:39]=[CH:38][C:37]=3[F:41])[N:47]=2)[O:7][C@@H:6]1[CH2:22][O:23][S:24]([C:27]1[CH:33]=[CH:32][C:30]([CH3:31])=[CH:29][CH:28]=1)(=[O:25])=[O:26])(=[O:3])[CH3:2].[C:1]([O:4][C@H:5]1[CH2:10][CH2:9][C@H:8]([C:15]2[CH:20]=[CH:19][N:18]=[CH:17][C:16]=2[NH:21][C:48](=[O:50])[C:46]2[CH:45]=[CH:44][C:43]([F:51])=[C:42]([C:36]3[C:37]([F:41])=[CH:38][CH:39]=[CH:40][C:35]=3[F:34])[N:47]=2)[O:7][C@@H:6]1[CH2:22][O:23][S:24]([C:27]1[CH:33]=[CH:32][C:30]([CH3:31])=[CH:29][CH:28]=1)(=[O:26])=[O:25])(=[O:3])[CH3:2], predict the reactants needed to synthesize it. The reactants are: [C:1]([O:4][C@H:5]1[C@H:10]([O:11][C:12](=[O:14])[CH3:13])[CH2:9][C@H:8]([C:15]2[CH:20]=[CH:19][N:18]=[CH:17][C:16]=2[NH2:21])[O:7][C@@H:6]1[CH2:22][O:23][S:24]([C:27]1[CH:33]=[CH:32][C:30]([CH3:31])=[CH:29][CH:28]=1)(=[O:26])=[O:25])(=[O:3])[CH3:2].[F:34][C:35]1[CH:40]=[CH:39][CH:38]=[C:37]([F:41])[C:36]=1[C:42]1[N:47]=[C:46]([C:48]([OH:50])=[O:49])[CH:45]=[CH:44][C:43]=1[F:51].CCN=C=NCCCN(C)C.C1C=NC2N(O)N=NC=2C=1.